Dataset: Catalyst prediction with 721,799 reactions and 888 catalyst types from USPTO. Task: Predict which catalyst facilitates the given reaction. (1) Reactant: C1(C)C=CC=CC=1.[H-].[Li+].COCCO[Al+]OCCOC.[H-].[CH2:22]([S:29][CH:30]([CH2:46][CH2:47][C:48]1[CH:53]=[CH:52][CH:51]=[CH:50][CH:49]=1)[CH:31]([CH2:37][S:38][CH2:39][C:40]1[CH:45]=[CH:44][CH:43]=[CH:42][CH:41]=1)[NH:32]S(C)(=O)=O)[C:23]1[CH:28]=[CH:27][CH:26]=[CH:25][CH:24]=1.[OH-].[Na+]. Product: [CH2:22]([S:29][CH:30]([CH2:46][CH2:47][C:48]1[CH:49]=[CH:50][CH:51]=[CH:52][CH:53]=1)[CH:31]([CH2:37][S:38][CH2:39][C:40]1[CH:41]=[CH:42][CH:43]=[CH:44][CH:45]=1)[NH2:32])[C:23]1[CH:24]=[CH:25][CH:26]=[CH:27][CH:28]=1. The catalyst class is: 11. (2) Reactant: [CH3:1][O:2][C:3]1[CH:4]=[C:5]([C:11]2[CH2:15][CH:14]([CH2:16][CH2:17][CH:18]=O)[O:13][N:12]=2)[CH:6]=[CH:7][C:8]=1[O:9][CH3:10].Cl.[CH3:21][O:22][C:23]1[CH:28]=[CH:27][CH:26]=[CH:25][C:24]=1[N:29]1[CH2:34][CH2:33][NH:32][CH2:31][CH2:30]1.[BH-](OC(C)=O)(OC(C)=O)OC(C)=O.[Na+].C(N(C(C)C)CC)(C)C. Product: [CH3:1][O:2][C:3]1[CH:4]=[C:5]([C:11]2[CH2:15][CH:14]([CH2:16][CH2:17][CH2:18][N:32]3[CH2:31][CH2:30][N:29]([C:24]4[CH:25]=[CH:26][CH:27]=[CH:28][C:23]=4[O:22][CH3:21])[CH2:34][CH2:33]3)[O:13][N:12]=2)[CH:6]=[CH:7][C:8]=1[O:9][CH3:10]. The catalyst class is: 2. (3) Reactant: [C:1]1([S:7]([C:10]2[CH:19]=[C:18]3[C:13]([CH:14](Cl)[CH2:15][CH2:16][O:17]3)=[CH:12][CH:11]=2)(=[O:9])=[O:8])[CH:6]=[CH:5][CH:4]=[CH:3][CH:2]=1.[C:21]([N:28]1[CH2:33][CH2:32][NH:31][CH2:30][CH2:29]1)([O:23][C:24]([CH3:27])([CH3:26])[CH3:25])=[O:22].[I-].[Na+].C(=O)([O-])[O-].[K+].[K+]. Product: [C:24]([O:23][C:21]([N:28]1[CH2:33][CH2:32][N:31]([CH:14]2[C:13]3[C:18](=[CH:19][C:10]([S:7]([C:1]4[CH:6]=[CH:5][CH:4]=[CH:3][CH:2]=4)(=[O:9])=[O:8])=[CH:11][CH:12]=3)[O:17][CH2:16][CH2:15]2)[CH2:30][CH2:29]1)=[O:22])([CH3:27])([CH3:25])[CH3:26]. The catalyst class is: 3. (4) Reactant: [N:1]1([CH2:8][CH2:9][CH2:10][O:11][C:12]2[CH:17]=[CH:16][C:15]([CH2:18][CH2:19][OH:20])=[CH:14][CH:13]=2)[CH2:7][CH2:6][CH2:5][CH2:4][CH2:3][CH2:2]1.C(N(C(C)C)CC)(C)C.[CH3:30][S:31](Cl)(=[O:33])=[O:32]. Product: [CH3:30][S:31]([O:20][CH2:19][CH2:18][C:15]1[CH:14]=[CH:13][C:12]([O:11][CH2:10][CH2:9][CH2:8][N:1]2[CH2:7][CH2:6][CH2:5][CH2:4][CH2:3][CH2:2]2)=[CH:17][CH:16]=1)(=[O:33])=[O:32]. The catalyst class is: 754. (5) Reactant: [NH:1]1[CH2:4][CH:3]([C:5]([OH:7])=[O:6])[CH2:2]1.[Br:8][C:9]1[CH:16]=[CH:15][C:12]([CH:13]=O)=[CH:11][C:10]=1[F:17].[CH:18]([O-])([O-])OC.CC(O)=O.C(O[BH-](OC(=O)C)OC(=O)C)(=O)C.[Na+].CO.S(=O)(=O)(O)O. Product: [Br:8][C:9]1[CH:16]=[CH:15][C:12]([CH2:13][N:1]2[CH2:4][CH:3]([C:5]([O:7][CH3:18])=[O:6])[CH2:2]2)=[CH:11][C:10]=1[F:17]. The catalyst class is: 2. (6) Reactant: [OH:1][C:2]1[CH:3]=[C:4]([CH:7]=[CH:8][CH:9]=1)[CH:5]=[O:6].[Br:10]Br. Product: [Br:10][C:7]1[CH:8]=[CH:9][C:2]([OH:1])=[CH:3][C:4]=1[CH:5]=[O:6]. The catalyst class is: 15. (7) Reactant: C([O:3][C:4](=[O:30])[C:5]1[C:10]([NH:11][C:12]2[C:21]3[CH2:20][CH2:19][CH2:18][CH2:17][C:16]=3[N:15]=[C:14]([C:22]3[CH:27]=[C:26]([Cl:28])[CH:25]=[CH:24][C:23]=3[F:29])[N:13]=2)=[CH:9][CH:8]=[N:7][CH:6]=1)C.[OH-].[Na+]. Product: [Cl:28][C:26]1[CH:25]=[CH:24][C:23]([F:29])=[C:22]([C:14]2[N:13]=[C:12]([NH:11][C:10]3[C:5]([C:4]([OH:30])=[O:3])=[CH:6][N:7]=[CH:8][CH:9]=3)[C:21]3[CH2:20][CH2:19][CH2:18][CH2:17][C:16]=3[N:15]=2)[CH:27]=1. The catalyst class is: 5. (8) Reactant: O1CCCC1.[Cl:6][C:7]1[CH:8]=[CH:9][C:10]2[O:14][C:13]([C:15](O)=[O:16])=[CH:12][C:11]=2[CH:18]=1.B.O1CCCC1. Product: [Cl:6][C:7]1[CH:8]=[CH:9][C:10]2[O:14][C:13]([CH2:15][OH:16])=[CH:12][C:11]=2[CH:18]=1. The catalyst class is: 5. (9) Reactant: C(N(CC)CC)C.Cl.[N+:9]([C:12]1[CH:13]=[C:14]([CH2:18][CH:19]([NH2:21])[CH3:20])[CH:15]=[CH:16][CH:17]=1)([O-:11])=[O:10].[CH3:22][S:23](Cl)(=[O:25])=[O:24]. Product: [CH3:20][CH:19]([NH:21][S:23]([CH3:22])(=[O:25])=[O:24])[CH2:18][C:14]1[CH:15]=[CH:16][CH:17]=[C:12]([N+:9]([O-:11])=[O:10])[CH:13]=1. The catalyst class is: 2. (10) Reactant: [C:1]([O:5][C:6]([N:8]1[CH2:12][CH:11]=[C:10](OS(C(F)(F)F)(=O)=O)[CH2:9]1)=[O:7])([CH3:4])([CH3:3])[CH3:2].C([Sn](CCCC)(CCCC)[C:26]1[O:27][CH:28]=[CH:29][CH:30]=1)CCC. Product: [C:1]([O:5][C:6]([N:8]1[CH2:12][CH:11]=[C:10]([C:26]2[O:27][CH:28]=[CH:29][CH:30]=2)[CH2:9]1)=[O:7])([CH3:4])([CH3:3])[CH3:2]. The catalyst class is: 176.